The task is: Predict the product of the given reaction.. This data is from Forward reaction prediction with 1.9M reactions from USPTO patents (1976-2016). (1) Given the reactants [Br:1][C:2]1[CH:3]=[C:4]([CH3:35])[C:5]2[N:9]=[C:8]([CH2:10][CH2:11][CH3:12])[N:7]([CH2:13][CH2:14][O:15][C:16]3[CH:25]=[CH:24][C:23]([CH2:26][CH:27]4[S:31][C:30](=[O:32])[NH:29][C:28]4=[O:33])=[CH:22][C:17]=3[C:18]([O:20]C)=[O:19])[C:6]=2[CH:34]=1.[Li+].[OH-], predict the reaction product. The product is: [Br:1][C:2]1[CH:3]=[C:4]([CH3:35])[C:5]2[N:9]=[C:8]([CH2:10][CH2:11][CH3:12])[N:7]([CH2:13][CH2:14][O:15][C:16]3[CH:25]=[CH:24][C:23]([CH2:26][CH:27]4[S:31][C:30](=[O:32])[NH:29][C:28]4=[O:33])=[CH:22][C:17]=3[C:18]([OH:20])=[O:19])[C:6]=2[CH:34]=1. (2) Given the reactants [CH2:1]([NH:3][C:4]1[CH:9]=[CH:8][N:7]=[CH:6][C:5]=1[N+:10]([O-])=O)[CH3:2].C1(C)C=CC(S([O-])(=O)=O)=CC=1.[CH2:24]([N:31]1[C:35](=[O:36])[C:34](=[C:37]2[N:41]([CH3:42])[C:40]3[CH:43]=[CH:44][CH:45]=[CH:46][C:39]=3[S:38]2)[S:33][CH2+:32]1SC)[C:25]1[CH:30]=[CH:29][CH:28]=[CH:27][CH:26]=1, predict the reaction product. The product is: [CH2:24]([N:31]1[C:35](=[O:36])[C:34](=[C:37]2[N:41]([CH3:42])[C:40]3[CH:43]=[CH:44][CH:45]=[CH:46][C:39]=3[S:38]2)[S:33][C:32]1=[N:10][C:5]1[CH:6]=[N:7][CH:8]=[CH:9][C:4]=1[NH:3][CH2:1][CH3:2])[C:25]1[CH:26]=[CH:27][CH:28]=[CH:29][CH:30]=1. (3) Given the reactants [N:1]1[CH:6]=[CH:5][C:4]([C:7]2[N:8]=[C:9]([NH2:12])[S:10][CH:11]=2)=[CH:3][CH:2]=1.CS(N1C2C=CC=CC=2N=N1)(=O)=O.C(N(CC)CC)C.[CH2:33]([O:40][C:41]([NH:43][CH:44]([C:48]1[CH:53]=[CH:52][CH:51]=[CH:50][CH:49]=1)[C:45](O)=[O:46])=[O:42])[C:34]1[CH:39]=[CH:38][CH:37]=[CH:36][CH:35]=1, predict the reaction product. The product is: [CH2:33]([O:40][C:41](=[O:42])[NH:43][CH:44]([C:48]1[CH:53]=[CH:52][CH:51]=[CH:50][CH:49]=1)[C:45](=[O:46])[NH:12][C:9]1[S:10][CH:11]=[C:7]([C:4]2[CH:3]=[CH:2][N:1]=[CH:6][CH:5]=2)[N:8]=1)[C:34]1[CH:35]=[CH:36][CH:37]=[CH:38][CH:39]=1. (4) Given the reactants [Cl:1][C:2]1[CH:7]=[CH:6][C:5]([C:8]2[N:9]=[C:10]([NH2:13])[S:11][CH:12]=2)=[CH:4][CH:3]=1.[C:14](Cl)(Cl)=[O:15].Cl.[CH3:19][N:20]1[CH2:25][CH2:24][N:23]([C:26]2[CH:31]=[C:30]([C:32]3[CH:41]=[C:40]4[C:35]([CH2:36][CH2:37][NH:38][CH2:39]4)=[CH:34][CH:33]=3)[N:29]=[C:28]([NH2:42])[N:27]=2)[CH2:22][CH2:21]1, predict the reaction product. The product is: [NH2:42][C:28]1[N:29]=[C:30]([C:32]2[CH:41]=[C:40]3[C:35]([CH2:36][CH2:37][N:38]([C:14]([NH:13][C:10]4[S:11][CH:12]=[C:8]([C:5]5[CH:4]=[CH:3][C:2]([Cl:1])=[CH:7][CH:6]=5)[N:9]=4)=[O:15])[CH2:39]3)=[CH:34][CH:33]=2)[CH:31]=[C:26]([N:23]2[CH2:22][CH2:21][N:20]([CH3:19])[CH2:25][CH2:24]2)[N:27]=1. (5) Given the reactants [NH2:1][C:2]([NH:4][C:5]1[C:6]([C:17]([NH2:19])=[O:18])=[N:7][N:8]([C:10]2[CH:15]=[CH:14][C:13](I)=[CH:12][CH:11]=2)[CH:9]=1)=[O:3].C([O-])(=O)C.[K+].[B:25]1([B:25]2[O:29][C:28]([CH3:31])([CH3:30])[C:27]([CH3:33])([CH3:32])[O:26]2)[O:29][C:28]([CH3:31])([CH3:30])[C:27]([CH3:33])([CH3:32])[O:26]1.N#N, predict the reaction product. The product is: [NH2:1][C:2]([NH:4][C:5]1[C:6]([C:17]([NH2:19])=[O:18])=[N:7][N:8]([C:10]2[CH:15]=[CH:14][C:13]([B:25]3[O:29][C:28]([CH3:31])([CH3:30])[C:27]([CH3:33])([CH3:32])[O:26]3)=[CH:12][CH:11]=2)[CH:9]=1)=[O:3]. (6) Given the reactants C(O)(=O)C.[CH2:5]([O:7][C:8]([C:10]1[CH2:14][C:13](O)([C:15]2[CH:20]=[CH:19][CH:18]=[CH:17][N:16]=2)[N:12]([C:22]2[CH:23]=[N:24][C:25]([O:28][CH3:29])=[CH:26][CH:27]=2)[N:11]=1)=[O:9])[CH3:6].C(=O)([O-])O.[Na+].O, predict the reaction product. The product is: [CH2:5]([O:7][C:8]([C:10]1[CH:14]=[C:13]([C:15]2[CH:20]=[CH:19][CH:18]=[CH:17][N:16]=2)[N:12]([C:22]2[CH:23]=[N:24][C:25]([O:28][CH3:29])=[CH:26][CH:27]=2)[N:11]=1)=[O:9])[CH3:6]. (7) Given the reactants [Cl:1][C:2]1[CH:7]=[CH:6][C:5]([S:8][C:9]2[C:17]3[C:12](=[CH:13][CH:14]=[C:15]([C:18]([O:20][CH3:21])=[O:19])[CH:16]=3)[NH:11][C:10]=2[CH3:22])=[CH:4][CH:3]=1.[C:23]([O:27][C:28](=[O:31])[CH2:29]Br)([CH3:26])([CH3:25])[CH3:24], predict the reaction product. The product is: [Cl:1][C:2]1[CH:3]=[CH:4][C:5]([S:8][C:9]2[C:17]3[C:12](=[CH:13][CH:14]=[C:15]([C:18]([O:20][CH3:21])=[O:19])[CH:16]=3)[N:11]([CH2:29][C:28]([O:27][C:23]([CH3:26])([CH3:25])[CH3:24])=[O:31])[C:10]=2[CH3:22])=[CH:6][CH:7]=1. (8) Given the reactants [CH:1]1([N:4]2[C:13]3[C:8](=[C:9]([CH3:18])[C:10]([F:17])=[C:11](F)[C:12]=3[O:14][CH3:15])[C:7](=[O:19])[NH:6][C:5]2=[O:20])[CH2:3][CH2:2]1.CN(C)C(N(C)C)=N.[C:29]([O:33][C:34](=[O:43])[NH:35][C@H:36]([C@@H:38]1[CH2:42][CH2:41][NH:40][CH2:39]1)[CH3:37])([CH3:32])([CH3:31])[CH3:30], predict the reaction product. The product is: [C:29]([O:33][C:34](=[O:43])[NH:35][C@H:36]([C@@H:38]1[CH2:42][CH2:41][N:40]([C:11]2[C:12]([O:14][CH3:15])=[C:13]3[C:8]([C:7](=[O:19])[NH:6][C:5](=[O:20])[N:4]3[CH:1]3[CH2:3][CH2:2]3)=[C:9]([CH3:18])[C:10]=2[F:17])[CH2:39]1)[CH3:37])([CH3:30])([CH3:31])[CH3:32]. (9) Given the reactants [CH:1]1([N:4]2[C:12]3[C:7](=[CH:8][C:9]([C:13]4[C:33]([F:34])=[CH:32][C:16]5[NH:17][C:18]([O:20][CH:21]6[CH2:26][CH2:25][CH:24]([C:27]([O:29]CC)=[O:28])[CH2:23][CH2:22]6)=[N:19][C:15]=5[C:14]=4[F:35])=[CH:10][CH:11]=3)[CH:6]=[CH:5]2)[CH2:3][CH2:2]1.O([Si](C)(C)C)[K], predict the reaction product. The product is: [CH:1]1([N:4]2[C:12]3[C:7](=[CH:8][C:9]([C:13]4[C:33]([F:34])=[CH:32][C:16]5[NH:17][C:18]([O:20][CH:21]6[CH2:22][CH2:23][CH:24]([C:27]([OH:29])=[O:28])[CH2:25][CH2:26]6)=[N:19][C:15]=5[C:14]=4[F:35])=[CH:10][CH:11]=3)[CH:6]=[CH:5]2)[CH2:2][CH2:3]1.